Dataset: Reaction yield outcomes from USPTO patents with 853,638 reactions. Task: Predict the reaction yield, written as a fraction of the theoretical maximum amount of product (1.0 means a 100% yield; for example, 0.34 means a 34% yield). The reactants are Br[C:2]1[CH:3]=[C:4]([CH3:12])[C:5]([CH3:11])=[C:6]([CH:10]=1)[C:7]([OH:9])=[O:8].[F:13][C:14]1[CH:15]=[C:16](B(O)O)[CH:17]=[CH:18][C:19]=1[F:20].CN(C=O)C.O. The catalyst is CCO.C1C=CC([P]([Pd]([P](C2C=CC=CC=2)(C2C=CC=CC=2)C2C=CC=CC=2)([P](C2C=CC=CC=2)(C2C=CC=CC=2)C2C=CC=CC=2)[P](C2C=CC=CC=2)(C2C=CC=CC=2)C2C=CC=CC=2)(C2C=CC=CC=2)C2C=CC=CC=2)=CC=1. The product is [F:13][C:14]1[CH:15]=[C:16]([C:2]2[CH:3]=[C:4]([CH3:12])[C:5]([CH3:11])=[C:6]([CH:10]=2)[C:7]([OH:9])=[O:8])[CH:17]=[CH:18][C:19]=1[F:20]. The yield is 0.700.